From a dataset of Reaction yield outcomes from USPTO patents with 853,638 reactions. Predict the reaction yield, written as a fraction of the theoretical maximum amount of product (1.0 means a 100% yield; for example, 0.34 means a 34% yield). (1) The yield is 0.900. The reactants are [NH2:1][C@:2]12[CH2:37][CH2:36][C@@H:35]([C:38]([CH3:40])=[CH2:39])[C@@H:3]1[C@@H:4]1[C@@:17]([CH3:20])([CH2:18][CH2:19]2)[C@@:16]2([CH3:21])[C@@H:7]([C@:8]3([CH3:34])[C@@H:13]([CH2:14][CH2:15]2)[C:12]([CH3:23])([CH3:22])[C:11]([C:24]2[CH:33]=[CH:32][C:27]([C:28]([O:30][CH3:31])=[O:29])=[CH:26][CH:25]=2)=[CH:10][CH2:9]3)[CH2:6][CH2:5]1.[CH:41](=O)[C:42]1[O:46][CH:45]=[CH:44][CH:43]=1.C(O[BH-](OC(=O)C)OC(=O)C)(=O)C.[Na+].[Na]. The catalyst is ClCCCl.CC(C)[O-].[Ti+4].CC(C)[O-].CC(C)[O-].CC(C)[O-]. The product is [O:46]1[CH:45]=[CH:44][CH:43]=[C:42]1[CH2:41][NH:1][C@:2]12[CH2:37][CH2:36][C@@H:35]([C:38]([CH3:40])=[CH2:39])[C@@H:3]1[C@@H:4]1[C@@:17]([CH3:20])([CH2:18][CH2:19]2)[C@@:16]2([CH3:21])[C@@H:7]([C@:8]3([CH3:34])[C@@H:13]([CH2:14][CH2:15]2)[C:12]([CH3:22])([CH3:23])[C:11]([C:24]2[CH:25]=[CH:26][C:27]([C:28]([O:30][CH3:31])=[O:29])=[CH:32][CH:33]=2)=[CH:10][CH2:9]3)[CH2:6][CH2:5]1. (2) The reactants are C(O)(C(F)(F)F)=O.[F:8][C:9]1[CH:10]=[C:11]([NH:20][C:21]([C@@H:23]2[N:32](C(OC(C)(C)C)=O)[CH2:31][CH2:30][C:29]3[N:28]=[C:27]([O:40][CH3:41])[CH:26]=[CH:25][C:24]2=3)=[O:22])[CH:12]=[C:13]2[C:17]=1[C:16]([CH3:19])([CH3:18])[CH2:15][CH2:14]2.C(=O)([O-])[O-].[K+].[K+]. The catalyst is C(=O)([O-])O.[Na+]. The product is [F:8][C:9]1[CH:10]=[C:11]([NH:20][C:21]([C@@H:23]2[NH:32][CH2:31][CH2:30][C:29]3[N:28]=[C:27]([O:40][CH3:41])[CH:26]=[CH:25][C:24]2=3)=[O:22])[CH:12]=[C:13]2[C:17]=1[C:16]([CH3:18])([CH3:19])[CH2:15][CH2:14]2. The yield is 0.970. (3) The reactants are [F:1][C:2]([F:19])([C:8]1[CH:13]=[CH:12][C:11]([CH3:14])=[CH:10][C:9]=1[C:15]([F:18])([F:17])[F:16])[C:3]([O:5]CC)=[O:4].O.[OH-].[Li+]. The catalyst is O1CCCC1CO.O. The product is [F:1][C:2]([F:19])([C:8]1[CH:13]=[CH:12][C:11]([CH3:14])=[CH:10][C:9]=1[C:15]([F:16])([F:18])[F:17])[C:3]([OH:5])=[O:4]. The yield is 0.560. (4) The reactants are [Cl-].O[NH3+:3].[C:4](=[O:7])([O-])[OH:5].[Na+].CS(C)=O.[CH2:13]([C:17]1[CH:22]=[CH:21][C:20]([N:23]2[C:28](=[O:29])[C:27]([CH2:30][C:31]3[CH:36]=[CH:35][C:34]([C:37]4[C:38]([C:43]#[N:44])=[CH:39][CH:40]=[CH:41][CH:42]=4)=[CH:33][CH:32]=3)=[C:26]([CH2:45][CH2:46][CH3:47])[N:25]=[C:24]2[CH3:48])=[CH:19][CH:18]=1)[CH:14]([CH3:16])[CH3:15]. The catalyst is O.C(OCC)(=O)C. The product is [CH2:13]([C:17]1[CH:18]=[CH:19][C:20]([N:23]2[C:28](=[O:29])[C:27]([CH2:30][C:31]3[CH:32]=[CH:33][C:34]([C:37]4[CH:42]=[CH:41][CH:40]=[CH:39][C:38]=4[C:43]4[NH:3][C:4](=[O:7])[O:5][N:44]=4)=[CH:35][CH:36]=3)=[C:26]([CH2:45][CH2:46][CH3:47])[N:25]=[C:24]2[CH3:48])=[CH:21][CH:22]=1)[CH:14]([CH3:16])[CH3:15]. The yield is 0.400. (5) The reactants are [CH3:1][C:2]1[CH:3]=[C:4]([Br:9])[CH:5]=[C:6]([CH3:8])[CH:7]=1.C1C(=O)N([Br:17])C(=O)C1. The catalyst is C(Cl)(Cl)(Cl)Cl.[W].C(OOC(=O)C1C=CC=CC=1)(=O)C1C=CC=CC=1. The product is [Br:9][C:4]1[CH:5]=[C:6]([CH3:8])[CH:7]=[C:2]([CH2:1][Br:17])[CH:3]=1. The yield is 0.720. (6) The reactants are C([O:3][C:4](=[O:32])[C:5]([O:8][C:9]1[CH:14]=[CH:13][C:12]([O:15][CH2:16][CH2:17][C:18]2[N:19]=[C:20]([C:24]3[CH:29]=[CH:28][CH:27]=[CH:26][CH:25]=3)[O:21][C:22]=2[CH3:23])=[CH:11][C:10]=1[CH2:30][Br:31])([CH3:7])[CH3:6])C.C1C(O)=CC=CC=1C.C(=O)([O-])[O-].[K+].[K+].C(OC(=O)C(C)(OC1C=CC(OCCC2N=C(C3C=CC=CC=3)OC=2C)=CC=1COC1C=C(C)C=CC=1)C)C.[OH-].[Na+]. The catalyst is C(O)C. The product is [Br:31][CH2:30][C:10]1[CH:11]=[C:12]([O:15][CH2:16][CH2:17][C:18]2[N:19]=[C:20]([C:24]3[CH:25]=[CH:26][CH:27]=[CH:28][CH:29]=3)[O:21][C:22]=2[CH3:23])[CH:13]=[CH:14][C:9]=1[O:8][C:5]([CH3:7])([CH3:6])[C:4]([OH:32])=[O:3]. The yield is 0.380. (7) The reactants are F[C:2]1[CH:7]=[CH:6][CH:5]=[CH:4][C:3]=1[N+:8]([O-:10])=[O:9].[N:11]1([CH2:16][CH2:17][NH2:18])[CH2:15][CH2:14][CH2:13][CH2:12]1.C(N)C. The catalyst is O1CCOCC1. The product is [N+:8]([C:3]1[CH:4]=[CH:5][C:6]([NH:18][CH2:17][CH2:16][N:11]2[CH2:15][CH2:14][CH2:13][CH2:12]2)=[CH:7][CH:2]=1)([O-:10])=[O:9]. The yield is 0.850.